Predict the reactants needed to synthesize the given product. From a dataset of Full USPTO retrosynthesis dataset with 1.9M reactions from patents (1976-2016). (1) Given the product [NH:3]1[C:7]2[CH:8]=[CH:9][CH:10]=[CH:11][C:6]=2[N:5]=[C:4]1[CH:12]([NH:14][C:33]([NH2:32])=[S:34])[CH3:13], predict the reactants needed to synthesize it. The reactants are: Cl.Cl.[NH:3]1[C:7]2[CH:8]=[CH:9][CH:10]=[CH:11][C:6]=2[N:5]=[C:4]1[CH:12]([NH2:14])[CH3:13].CCN(C(C)C)C(C)C.C([N:32]=[C:33]=[S:34])(=O)C1C=CC=CC=1. (2) Given the product [CH3:17][O:18][C:19](=[O:22])[CH2:20][O:10][C:6]1[CH:7]=[CH:8][CH:9]=[C:4]([N+:1]([O-:3])=[O:2])[CH:5]=1, predict the reactants needed to synthesize it. The reactants are: [N+:1]([C:4]1[CH:5]=[C:6]([OH:10])[CH:7]=[CH:8][CH:9]=1)([O-:3])=[O:2].C(=O)([O-])[O-].[Cs+].[Cs+].[CH3:17][O:18][C:19](=[O:22])[CH2:20]Br.O. (3) Given the product [CH:10]1([C:6]2[NH:5][C:4](=[O:14])[C:3]([CH2:2][NH:1][C:34](=[O:35])[O:33][C:30]([CH3:32])([CH3:31])[CH3:29])=[C:8]([CH3:9])[CH:7]=2)[CH2:11][CH2:12][CH2:13]1.[CH:23]1([C:22]2[CH:21]=[C:20]([CH3:27])[NH:19][C:18](=[O:28])[C:17]=2[CH2:16][NH:15][C:37](=[O:38])[O:39][C:40]([CH3:41])([CH3:42])[CH3:43])[CH2:24][CH2:25][CH2:26]1, predict the reactants needed to synthesize it. The reactants are: [NH2:1][CH2:2][C:3]1[C:4](=[O:14])[NH:5][C:6]([CH:10]2[CH2:13][CH2:12][CH2:11]2)=[CH:7][C:8]=1[CH3:9].[NH2:15][CH2:16][C:17]1[C:18](=[O:28])[NH:19][C:20]([CH3:27])=[CH:21][C:22]=1[CH:23]1[CH2:26][CH2:25][CH2:24]1.[CH3:29][C:30]([O:33][C:34](O[C:37]([O:39][C:40]([CH3:43])([CH3:42])[CH3:41])=[O:38])=[O:35])([CH3:32])[CH3:31].C(N(CC)CC)C. (4) Given the product [CH3:28][N:29]1[CH:33]=[C:32]([C:2]2[N:10]=[CH:9][C:8]3[NH:7][C:6]4[N:11]=[CH:12][C:13]([C:15]5[CH:20]=[CH:19][C:18]([CH2:21][N:22]6[CH2:23][CH2:24][O:25][CH2:26][CH2:27]6)=[CH:17][CH:16]=5)=[CH:14][C:5]=4[C:4]=3[CH:3]=2)[CH:31]=[N:30]1, predict the reactants needed to synthesize it. The reactants are: Br[C:2]1[N:10]=[CH:9][C:8]2[NH:7][C:6]3[N:11]=[CH:12][C:13]([C:15]4[CH:20]=[CH:19][C:18]([CH2:21][N:22]5[CH2:27][CH2:26][O:25][CH2:24][CH2:23]5)=[CH:17][CH:16]=4)=[CH:14][C:5]=3[C:4]=2[CH:3]=1.[CH3:28][N:29]1[CH:33]=[C:32](B2OC(C)(C)C(C)(C)O2)[CH:31]=[N:30]1. (5) Given the product [CH2:22]([C@H:21]1[CH2:20][O:19][C:18](=[O:29])[N:17]1[C:15](=[O:16])[CH2:14][C@@H:13]([C:10]1[CH:11]=[CH:12][C:7]([O:6][CH2:5][C:4]2[CH:3]=[C:2]([NH:1][C:44](=[O:45])[C:43]3[CH:47]=[CH:48][C:40]([C:39]([F:38])([F:49])[F:50])=[CH:41][CH:42]=3)[CH:37]=[CH:36][CH:35]=2)=[CH:8][CH:9]=1)[C:30]1[CH:34]=[CH:33][O:32][N:31]=1)[C:23]1[CH:28]=[CH:27][CH:26]=[CH:25][CH:24]=1, predict the reactants needed to synthesize it. The reactants are: [NH2:1][C:2]1[CH:3]=[C:4]([CH:35]=[CH:36][CH:37]=1)[CH2:5][O:6][C:7]1[CH:12]=[CH:11][C:10]([C@@H:13]([C:30]2[CH:34]=[CH:33][O:32][N:31]=2)[CH2:14][C:15]([N:17]2[C@@H:21]([CH2:22][C:23]3[CH:28]=[CH:27][CH:26]=[CH:25][CH:24]=3)[CH2:20][O:19][C:18]2=[O:29])=[O:16])=[CH:9][CH:8]=1.[F:38][C:39]([F:50])([F:49])[C:40]1[CH:48]=[CH:47][C:43]([C:44](Cl)=[O:45])=[CH:42][CH:41]=1. (6) Given the product [CH:21]([CH:10]1[C:9](=[O:24])[N:8]([CH2:7][CH2:6][CH2:5][C:4]([OH:25])=[O:3])[C:13]2[CH:14]=[CH:15][CH:16]=[C:17]([CH:18]([CH3:20])[CH3:19])[C:12]=2[O:11]1)([CH3:23])[CH3:22], predict the reactants needed to synthesize it. The reactants are: C([O:3][C:4](=[O:25])[CH2:5][CH2:6][CH2:7][N:8]1[C:13]2[CH:14]=[CH:15][CH:16]=[C:17]([CH:18]([CH3:20])[CH3:19])[C:12]=2[O:11][CH:10]([CH:21]([CH3:23])[CH3:22])[C:9]1=[O:24])C.[OH-].[Na+]. (7) Given the product [CH3:42][C:40]1[CH:41]=[C:36]([N:60]2[CH2:59][CH2:58][C:57]3[N:56]=[CH:55][C:54]([C:53]([F:52])([F:64])[F:65])=[CH:63][C:62]=3[CH2:61]2)[CH:37]=[C:38]([CH3:51])[C:39]=1[NH:43][C:44](=[O:50])[CH2:45][C:46]([CH3:49])([CH3:48])[CH3:47], predict the reactants needed to synthesize it. The reactants are: C1(P(C2CCCCC2)C2C=CC=CC=2C2C=CC=CC=2N(C)C)CCCCC1.CC(C)([O-])C.[K+].Br[C:36]1[CH:41]=[C:40]([CH3:42])[C:39]([NH:43][C:44](=[O:50])[CH2:45][C:46]([CH3:49])([CH3:48])[CH3:47])=[C:38]([CH3:51])[CH:37]=1.[F:52][C:53]([F:65])([F:64])[C:54]1[CH:55]=[N:56][C:57]2[CH2:58][CH2:59][NH:60][CH2:61][C:62]=2[CH:63]=1. (8) Given the product [Cl:32][C:16]1[C:17]([CH3:31])=[C:18]([C:28]([NH2:30])=[O:29])[C:19]([C:20]2[CH:21]=[C:22]([F:27])[CH:23]=[C:24]([F:26])[CH:25]=2)=[C:14]([CH:12]([NH:11][C:2]2[N:10]=[CH:9][N:8]=[C:7]3[C:3]=2[N:4]=[CH:5][NH:6]3)[CH3:13])[CH:15]=1, predict the reactants needed to synthesize it. The reactants are: Br[C:2]1[N:10]=[CH:9][N:8]=[C:7]2[C:3]=1[N:4]=[CH:5][NH:6]2.[NH2:11][CH:12]([C:14]1[CH:15]=[C:16]([Cl:32])[C:17]([CH3:31])=[C:18]([C:28]([NH2:30])=[O:29])[C:19]=1[C:20]1[CH:25]=[C:24]([F:26])[CH:23]=[C:22]([F:27])[CH:21]=1)[CH3:13].C(N(CC)C(C)C)(C)C.